Dataset: Full USPTO retrosynthesis dataset with 1.9M reactions from patents (1976-2016). Task: Predict the reactants needed to synthesize the given product. Given the product [C:51]([OH:52])([C:2]([F:22])([F:21])[F:1])=[O:34].[F:21][C:2]([F:1])([F:22])[C:3]1[CH:11]=[C:10]2[C:6]([CH:7]=[N:8][NH:9]2)=[C:5]([C:12]2[CH:17]=[CH:16][N:15]=[C:14]([C:18]([NH2:31])=[O:20])[CH:13]=2)[CH:4]=1, predict the reactants needed to synthesize it. The reactants are: [F:1][C:2]([F:22])([F:21])[C:3]1[CH:11]=[C:10]2[C:6]([CH:7]=[N:8][NH:9]2)=[C:5]([C:12]2[CH:17]=[CH:16][N:15]=[C:14]([C:18]([OH:20])=O)[CH:13]=2)[CH:4]=1.[Cl-].[NH4+].C1C=CC2N([OH:34])N=[N:31]C=2C=1.C(Cl)CCl.C(N(C(C)C)C(C)C)C.CN([CH:51]=[O:52])C.